This data is from Full USPTO retrosynthesis dataset with 1.9M reactions from patents (1976-2016). The task is: Predict the reactants needed to synthesize the given product. (1) Given the product [Cl:12][C:10]1[CH:9]=[C:4]([C:5]([O:7][CH3:8])=[O:6])[C:3]2[O:13][C:19](=[O:20])[NH:1][C:2]=2[CH:11]=1, predict the reactants needed to synthesize it. The reactants are: [NH2:1][C:2]1[C:3]([OH:13])=[C:4]([CH:9]=[C:10]([Cl:12])[CH:11]=1)[C:5]([O:7][CH3:8])=[O:6].C1N=CN([C:19](N2C=NC=C2)=[O:20])C=1. (2) Given the product [CH:1]1([NH:8][C:9]2[O:10][CH2:11][C:12]3[CH:18]=[C:17]([NH:19][S:26]([C:20]4[CH:25]=[CH:24][CH:23]=[CH:22][CH:21]=4)(=[O:28])=[O:27])[CH:16]=[CH:15][C:13]=3[N:14]=2)[CH2:2][CH2:3][CH2:4][CH2:5][CH2:6][CH2:7]1, predict the reactants needed to synthesize it. The reactants are: [CH:1]1([NH:8][C:9]2[O:10][CH2:11][C:12]3[CH:18]=[C:17]([NH2:19])[CH:16]=[CH:15][C:13]=3[N:14]=2)[CH2:7][CH2:6][CH2:5][CH2:4][CH2:3][CH2:2]1.[C:20]1([S:26](Cl)(=[O:28])=[O:27])[CH:25]=[CH:24][CH:23]=[CH:22][CH:21]=1.